From a dataset of Reaction yield outcomes from USPTO patents with 853,638 reactions. Predict the reaction yield, written as a fraction of the theoretical maximum amount of product (1.0 means a 100% yield; for example, 0.34 means a 34% yield). (1) The reactants are [N+:1]([C:4]1[CH:8]=[CH:7][N:6]([CH2:9][CH:10]2[C:14]([CH3:16])([CH3:15])[O:13][C:12]([CH3:18])([CH3:17])[O:11]2)[N:5]=1)([O-])=O.CO.O.NN. The catalyst is C(OCC)(=O)C.O.[Ni]. The product is [CH3:17][C:12]1([CH3:18])[O:11][CH:10]([CH2:9][N:6]2[CH:7]=[CH:8][C:4]([NH2:1])=[N:5]2)[C:14]([CH3:16])([CH3:15])[O:13]1. The yield is 0.830. (2) The reactants are [Br:1][C:2]1[C:3]([O:10][CH2:11][CH3:12])=[N:4][CH:5]=[C:6]([CH2:8]Cl)[CH:7]=1.C1OCCOCCOCCOCCOCCOC1.C([O-])([O-])=O.[K+].[K+].[NH:37]1[CH:41]=[N:40][C:39]([C:42]([O:44][CH3:45])=[O:43])=[N:38]1. The catalyst is C(Cl)(Cl)Cl. The product is [Br:1][C:2]1[CH:7]=[C:6]([CH2:8][N:37]2[CH:41]=[N:40][C:39]([C:42]([O:44][CH3:45])=[O:43])=[N:38]2)[CH:5]=[N:4][C:3]=1[O:10][CH2:11][CH3:12]. The yield is 0.640. (3) The reactants are [CH3:1][O:2][C:3](=[O:16])[C:4]1[CH:9]=[C:8]([N+:10]([O-:12])=[O:11])[C:7]([NH2:13])=[C:6]([F:14])[C:5]=1F.[NH2:17][C:18]1[C:19]([CH3:24])=[CH:20][CH:21]=[CH:22][CH:23]=1. The catalyst is C(OCC)C. The product is [CH3:1][O:2][C:3](=[O:16])[C:4]1[CH:9]=[C:8]([N+:10]([O-:12])=[O:11])[C:7]([NH2:13])=[C:6]([F:14])[C:5]=1[NH:17][C:18]1[CH:23]=[CH:22][CH:21]=[CH:20][C:19]=1[CH3:24]. The yield is 0.680. (4) The reactants are [C:1]([O:4][C@H:5]1[CH2:10][CH2:9][C@H:8]2[C@H:11]3[C@H:21]([CH2:22][CH2:23][C@:6]12[CH3:7])[C@:19]1([CH3:20])[C:14](=[CH:15][C:16](=[O:24])[CH2:17][CH2:18]1)[C:13](=[CH2:25])[CH2:12]3)(=[O:3])[CH3:2].ClC1C(=O)C(C#N)=C(C#N)C(=O)C=1Cl.FC(F)(F)C(O)=O.FC(F)(F)C(=N[Si](C)(C)C)O[Si](C)(C)C. The catalyst is C1(C)C=CC=CC=1. The product is [C:1]([O:4][C@H:5]1[CH2:10][CH2:9][C@H:8]2[C@H:11]3[C@H:21]([CH2:22][CH2:23][C@:6]12[CH3:7])[C@:19]1([CH3:20])[C:14](=[CH:15][C:16](=[O:24])[CH:17]=[CH:18]1)[C:13](=[CH2:25])[CH2:12]3)(=[O:3])[CH3:2]. The yield is 0.247. (5) The reactants are [S:1]1[C:9]2[CH2:8][CH2:7][NH:6][CH2:5][C:4]=2[CH:3]=[CH:2]1.[OH-].[Na+].C(=O)([O-])[O-].[K+].[K+].[CH2:18]([O:20][C:21](=[O:38])[C:22]([CH3:37])([CH3:36])[CH2:23][CH2:24][CH2:25][CH2:26][CH:27](Br)[C:28]1[CH:33]=[CH:32][CH:31]=[CH:30][C:29]=1[Cl:34])[CH3:19]. The catalyst is O.CN(C=O)C. The product is [CH2:18]([O:20][C:21](=[O:38])[C:22]([CH3:37])([CH3:36])[CH2:23][CH2:24][CH2:25][CH2:26][CH:27]([C:28]1[CH:33]=[CH:32][CH:31]=[CH:30][C:29]=1[Cl:34])[N:6]1[CH2:7][CH2:8][C:9]2[S:1][CH:2]=[CH:3][C:4]=2[CH2:5]1)[CH3:19]. The yield is 0.490. (6) The reactants are Cl.C(N=C=N[CH2:7][CH2:8][CH2:9][N:10]([CH3:12])[CH3:11])C.[CH2:13]([N:15](CC)CC)[CH3:14].[CH:20]([C:22]1[NH:26][C:25]([CH3:27])=[C:24]([C:28]([OH:30])=O)[C:23]=1[CH3:31])=[O:21].O[N:33]1[C:37]2[CH:38]=[CH:39][CH:39]=[CH:38][C:37]=2[N:33]=N1.[OH2:42]. The catalyst is CN(C=O)C. The product is [CH3:12][N:10]([CH3:11])[C:9]1[CH:8]=[CH:7][C:37]([NH:33][C:14](=[O:42])[CH2:13][NH:15][C:28]([C:24]2[C:23]([CH3:31])=[C:22]([CH:20]=[O:21])[NH:26][C:25]=2[CH3:27])=[O:30])=[CH:38][CH:39]=1. The yield is 0.622.